Dataset: Full USPTO retrosynthesis dataset with 1.9M reactions from patents (1976-2016). Task: Predict the reactants needed to synthesize the given product. (1) Given the product [CH3:1][O:2][C:3](=[O:14])[C:4]1[CH:9]=[CH:8][C:7]([S:15][C:16]2[CH:21]=[CH:20][C:19]([OH:22])=[CH:18][CH:17]=2)=[C:6]([N+:11]([O-:13])=[O:12])[CH:5]=1, predict the reactants needed to synthesize it. The reactants are: [CH3:1][O:2][C:3](=[O:14])[C:4]1[CH:9]=[CH:8][C:7](Cl)=[C:6]([N+:11]([O-:13])=[O:12])[CH:5]=1.[SH:15][C:16]1[CH:21]=[CH:20][C:19]([OH:22])=[CH:18][CH:17]=1.C([O-])([O-])=O.[Cs+].[Cs+]. (2) Given the product [C:27]([NH:26][C:23]1[S:24][CH2:25][C:5]2([N:22]=1)[C:4]1[CH:3]=[C:2]([C:34]#[C:33][C:32]([CH3:36])([CH3:35])[CH3:31])[CH:15]=[CH:14][C:13]=1[O:12][C:11]1[C:6]2=[CH:7][C:8]([C:16]2[CH:21]=[N:20][CH:19]=[N:18][CH:17]=2)=[CH:9][CH:10]=1)([CH3:29])([CH3:28])[CH3:30], predict the reactants needed to synthesize it. The reactants are: Br[C:2]1[CH:15]=[CH:14][C:13]2[O:12][C:11]3[C:6](=[CH:7][C:8]([C:16]4[CH:17]=[N:18][CH:19]=[N:20][CH:21]=4)=[CH:9][CH:10]=3)[C:5]3([CH2:25][S:24][C:23]([NH:26][C:27]([CH3:30])([CH3:29])[CH3:28])=[N:22]3)[C:4]=2[CH:3]=1.[CH3:31][C:32]([CH3:36])([CH3:35])[C:33]#[CH:34].C(NC(C)C)(C)C. (3) Given the product [Cl:15][C:8]1[C:9]2[C:4](=[CH:3][C:2]([F:1])=[CH:11][CH:10]=2)[CH:5]=[CH:6][N:7]=1, predict the reactants needed to synthesize it. The reactants are: [F:1][C:2]1[CH:3]=[C:4]2[C:9](=[CH:10][CH:11]=1)[C:8](=O)[NH:7][CH:6]=[CH:5]2.O=P(Cl)(Cl)[Cl:15]. (4) Given the product [CH3:32][C:29]1[CH:30]=[CH:31][C:26]([NH:25][C:22]2[CH:23]=[CH:24][C:19]([O:18][C:17]3[C:12]([CH:9]4[CH2:10][CH2:11][N:6]([C:4]([O:44][CH3:43])=[O:5])[CH2:7][CH2:8]4)=[N:13][CH:14]=[CH:15][N:16]=3)=[CH:20][CH:21]=2)=[N:27][CH:28]=1, predict the reactants needed to synthesize it. The reactants are: COC[C:4]([N:6]1[CH2:11][CH2:10][CH:9]([C:12]2[C:17]([O:18][C:19]3[CH:24]=[CH:23][C:22]([NH:25][C:26]4[CH:31]=[CH:30][C:29]([CH3:32])=[CH:28][N:27]=4)=[CH:21][CH:20]=3)=[N:16][CH:15]=[CH:14][N:13]=2)[CH2:8][CH2:7]1)=[O:5].C(N(C(C)C)CC)(C)C.Cl[C:43](OC)=[O:44]. (5) Given the product [CH2:15]([O:22][C:23]1[C:28]([CH3:29])=[C:27]([CH3:30])[C:26]([N:14]=[C:1]([C:8]2[CH:9]=[CH:10][CH:11]=[CH:12][CH:13]=2)[C:2]2[CH:7]=[CH:6][CH:5]=[CH:4][CH:3]=2)=[N:25][C:24]=1[CH3:32])[C:16]1[CH:21]=[CH:20][CH:19]=[CH:18][CH:17]=1, predict the reactants needed to synthesize it. The reactants are: [C:1](=[NH:14])([C:8]1[CH:13]=[CH:12][CH:11]=[CH:10][CH:9]=1)[C:2]1[CH:7]=[CH:6][CH:5]=[CH:4][CH:3]=1.[CH2:15]([O:22][C:23]1[C:24]([CH3:32])=[N:25][C:26](Br)=[C:27]([CH3:30])[C:28]=1[CH3:29])[C:16]1[CH:21]=[CH:20][CH:19]=[CH:18][CH:17]=1.CC([O-])(C)C.[Na+].C1(P(C2C=CC=CC=2)C2C=CC3C(=CC=CC=3)C=2C2C3C(=CC=CC=3)C=CC=2P(C2C=CC=CC=2)C2C=CC=CC=2)C=CC=CC=1. (6) Given the product [Cl:1][C:2]1[CH:9]=[CH:8][C:5]([C:6]#[N:7])=[C:4]([O:11][C:12]2[CH:19]=[CH:18][CH:17]=[C:14]([CH:15]=[O:16])[CH:13]=2)[CH:3]=1, predict the reactants needed to synthesize it. The reactants are: [Cl:1][C:2]1[CH:9]=[CH:8][C:5]([C:6]#[N:7])=[C:4](F)[CH:3]=1.[OH:11][C:12]1[CH:13]=[C:14]([CH:17]=[CH:18][CH:19]=1)[CH:15]=[O:16].C(=O)([O-])[O-].[Cs+].[Cs+].O. (7) Given the product [CH2:2]([N:4]([CH2:5][CH2:6][C:7]1[CH:11]=[CH:10][N:9]([C:12]2[CH:17]=[CH:16][C:15]([F:18])=[CH:14][N:13]=2)[N:8]=1)[C:25](=[O:26])[C:24]1[CH:28]=[C:20]([CH3:19])[CH:21]=[CH:22][C:23]=1[N:29]1[N:33]=[CH:32][CH:31]=[N:30]1)[CH3:3], predict the reactants needed to synthesize it. The reactants are: Cl.[CH2:2]([NH:4][CH2:5][CH2:6][C:7]1[CH:11]=[CH:10][N:9]([C:12]2[CH:17]=[CH:16][C:15]([F:18])=[CH:14][N:13]=2)[N:8]=1)[CH3:3].[CH3:19][C:20]1[CH:21]=[CH:22][C:23]([N:29]2[N:33]=[CH:32][CH:31]=[N:30]2)=[C:24]([CH:28]=1)[C:25](O)=[O:26]. (8) Given the product [Br:22][C:23]1[CH:24]=[C:25]([S:29][C:10]2[NH:11][C:7]([C:1]3[CH:6]=[CH:5][CH:4]=[CH:3][CH:2]=3)=[CH:8][C:9]=2[C:12]#[N:13])[CH:26]=[CH:27][CH:28]=1, predict the reactants needed to synthesize it. The reactants are: [C:1]1([C:7](=O)[CH2:8][CH:9]([C:12]#[N:13])[C:10]#[N:11])[CH:6]=[CH:5][CH:4]=[CH:3][CH:2]=1.C(N(CC)CC)C.[Br:22][C:23]1[CH:24]=[C:25]([SH:29])[CH:26]=[CH:27][CH:28]=1.